Dataset: Full USPTO retrosynthesis dataset with 1.9M reactions from patents (1976-2016). Task: Predict the reactants needed to synthesize the given product. Given the product [F:25][C:19]1[CH:20]=[CH:21][C:22]([F:24])=[CH:23][C:18]=1[CH:9]([S:10][C:11]1[CH:16]=[CH:15][C:14]([F:17])=[CH:13][CH:12]=1)[C:5]1[C:6]([CH3:8])=[CH:7][C:2]([C:37]([OH:39])=[O:38])=[N:3][CH:4]=1, predict the reactants needed to synthesize it. The reactants are: Br[C:2]1[CH:7]=[C:6]([CH3:8])[C:5]([CH:9]([C:18]2[CH:23]=[C:22]([F:24])[CH:21]=[CH:20][C:19]=2[F:25])[S:10][C:11]2[CH:16]=[CH:15][C:14]([F:17])=[CH:13][CH:12]=2)=[CH:4][N:3]=1.CCCCCC.C([Li])CCC.[C:37](=[O:39])=[O:38].